Task: Predict which catalyst facilitates the given reaction.. Dataset: Catalyst prediction with 721,799 reactions and 888 catalyst types from USPTO (1) Reactant: [Cl:1][C:2]1[CH:3]=[C:4]([N:8]2[CH2:13][CH2:12][NH:11][CH2:10][CH2:9]2)[CH:5]=[CH:6][CH:7]=1.O1CCCCC1[O:20][NH:21][C:22](/[CH:24]=[CH:25]/[C:26]1[N:31]=[C:30](/[CH:32]=[CH:33]/[C:34](O)=[O:35])[CH:29]=[CH:28][CH:27]=1)=[O:23].C(Cl)CCl.C1C=CC2N(O)N=NC=2C=1. Product: [Cl:1][C:2]1[CH:3]=[C:4]([N:8]2[CH2:13][CH2:12][N:11]([C:34](=[O:35])/[CH:33]=[CH:32]/[C:30]3[N:31]=[C:26](/[CH:25]=[CH:24]/[C:22]([NH:21][OH:20])=[O:23])[CH:27]=[CH:28][CH:29]=3)[CH2:10][CH2:9]2)[CH:5]=[CH:6][CH:7]=1. The catalyst class is: 2. (2) Reactant: [CH3:1][NH:2]C(=O)N.C1([O:12][C:13](=O)[NH:14][CH2:15][C:16]#[C:17][C:18]2[CH:19]=[C:20]3[C:25](=[CH:26][CH:27]=2)[N:24]=[CH:23][N:22]=[C:21]3[NH:28][C:29]2[CH:34]=[CH:33][C:32]([O:35][C:36]3[CH:37]=[N:38][C:39]([CH3:42])=[CH:40][CH:41]=3)=[C:31]([Cl:43])[CH:30]=2)C=CC=CC=1.CN. Product: [Cl:43][C:31]1[CH:30]=[C:29]([NH:28][C:21]2[C:20]3[C:25](=[CH:26][CH:27]=[C:18]([C:17]#[C:16][CH2:15][NH:14][C:13]([NH:2][CH3:1])=[O:12])[CH:19]=3)[N:24]=[CH:23][N:22]=2)[CH:34]=[CH:33][C:32]=1[O:35][C:36]1[CH:37]=[N:38][C:39]([CH3:42])=[CH:40][CH:41]=1. The catalyst class is: 16. (3) Reactant: [CH3:1][C:2]1[O:6][C:5]([C:7]2[CH:12]=[CH:11][C:10]([NH2:13])=[CH:9][CH:8]=2)=[N:4][C:3]=1[C:14]1[CH:19]=[CH:18][CH:17]=[CH:16][CH:15]=1.N1C=CC=CC=1.[Cl:26][C:27]1[CH:35]=[C:34]([Cl:36])[CH:33]=[CH:32][C:28]=1[C:29](Cl)=[O:30]. Product: [Cl:26][C:27]1[CH:35]=[C:34]([Cl:36])[CH:33]=[CH:32][C:28]=1[C:29]([NH:13][C:10]1[CH:9]=[CH:8][C:7]([C:5]2[O:6][C:2]([CH3:1])=[C:3]([C:14]3[CH:15]=[CH:16][CH:17]=[CH:18][CH:19]=3)[N:4]=2)=[CH:12][CH:11]=1)=[O:30]. The catalyst class is: 4. (4) Reactant: [Cl:1][C:2]1[C:3]([C:23]2[C:28]([Cl:29])=[CH:27][N:26]=[C:25](F)[CH:24]=2)=[N:4][C:5]([N:8]([CH2:16][CH:17]2[CH2:22][CH2:21][CH2:20][O:19][CH2:18]2)C(=O)OC(C)(C)C)=[CH:6][CH:7]=1.[CH3:31][O:32][CH2:33][C@H:34]([NH:36][C@H:37]1[CH2:42][CH2:41][C@H:40]([NH2:43])[CH2:39][CH2:38]1)[CH3:35].CCN(C(C)C)C(C)C. Product: [Cl:1][C:2]1[C:3]([C:23]2[C:28]([Cl:29])=[CH:27][N:26]=[C:25]([NH:43][C@H:40]3[CH2:39][CH2:38][C@H:37]([NH:36][C@H:34]([CH3:35])[CH2:33][O:32][CH3:31])[CH2:42][CH2:41]3)[CH:24]=2)=[N:4][C:5]([NH:8][CH2:16][C@@H:17]2[CH2:22][CH2:21][CH2:20][O:19][CH2:18]2)=[CH:6][CH:7]=1. The catalyst class is: 37.